This data is from Forward reaction prediction with 1.9M reactions from USPTO patents (1976-2016). The task is: Predict the product of the given reaction. (1) Given the reactants [CH3:1][C:2]1[NH:3][C:4]2[C:9]([CH:10]=1)=[CH:8][C:7]([CH3:11])=[CH:6][CH:5]=2.[Cl:12][C:13]1[C:14]2[CH:21]=[CH:20][S:19][C:15]=2[N:16]=[CH:17][N:18]=1, predict the reaction product. The product is: [ClH:12].[CH3:1][C:2]1[NH:3][C:4]2[C:9]([C:10]=1[C:13]1[C:14]3[CH:21]=[CH:20][S:19][C:15]=3[N:16]=[CH:17][N:18]=1)=[CH:8][C:7]([CH3:11])=[CH:6][CH:5]=2. (2) Given the reactants [CH3:1][O:2][C:3]1[CH:8]=[CH:7][C:6]([C@@H:9]([NH:11][C:12](=[O:17])[CH:13]=[C:14]([NH2:16])[CH3:15])[CH3:10])=[CH:5][CH:4]=1.[Br:18][C:19]1[CH:20]=[C:21]([CH:24]=[C:25]([O:28][CH2:29][CH3:30])[C:26]=1[OH:27])[CH:22]=O.[CH2:31]([CH:34]1[CH2:39][C:38](=[O:40])[CH2:37][C:36](=O)[CH2:35]1)[CH2:32][CH3:33], predict the reaction product. The product is: [CH3:1][O:2][C:3]1[CH:4]=[CH:5][C:6]([C@@H:9]([NH:11][C:12]([C:13]2[CH:22]([C:21]3[CH:24]=[C:25]([O:28][CH2:29][CH3:30])[C:26]([OH:27])=[C:19]([Br:18])[CH:20]=3)[C:37]3[C:38](=[O:40])[CH2:39][CH:34]([CH2:31][CH2:32][CH3:33])[CH2:35][C:36]=3[NH:16][C:14]=2[CH3:15])=[O:17])[CH3:10])=[CH:7][CH:8]=1. (3) Given the reactants [CH2:1]([O:8][C:9]1[CH:10]=[C:11]2[C:15](=[CH:16][CH:17]=1)[CH2:14][CH:13]([CH:18]([O:24][Si:25]([C:28]([CH3:31])([CH3:30])[CH3:29])([CH3:27])[CH3:26])[C:19]1[O:20][CH:21]=[CH:22][N:23]=1)[CH2:12]2)[C:2]1[CH:7]=[CH:6][CH:5]=[CH:4][CH:3]=1.[Li]CCCC.[Sn:37](Cl)([CH2:46][CH2:47][CH2:48][CH3:49])([CH2:42][CH2:43][CH2:44][CH3:45])[CH2:38][CH2:39][CH2:40][CH3:41], predict the reaction product. The product is: [CH2:1]([O:8][C:9]1[CH:10]=[C:11]2[C:15](=[CH:16][CH:17]=1)[CH2:14][CH:13]([CH:18]([O:24][Si:25]([C:28]([CH3:31])([CH3:30])[CH3:29])([CH3:26])[CH3:27])[C:19]1[O:20][C:21]([Sn:37]([CH2:42][CH2:43][CH2:44][CH3:45])([CH2:46][CH2:47][CH2:48][CH3:49])[CH2:38][CH2:39][CH2:40][CH3:41])=[CH:22][N:23]=1)[CH2:12]2)[C:2]1[CH:7]=[CH:6][CH:5]=[CH:4][CH:3]=1. (4) Given the reactants Cl[C:2]1[CH:7]=[N:6][CH:5]=[C:4]([C:8]2[CH:13]=[CH:12][CH:11]=[CH:10][CH:9]=2)[N:3]=1.[CH3:14][OH:15].[CH2:16](N(CC)CC)C.[C]=O.[OH2:25], predict the reaction product. The product is: [C:8]1([C:4]2[N:3]=[C:2]([C:14]([O:25][CH3:16])=[O:15])[CH:7]=[N:6][CH:5]=2)[CH:13]=[CH:12][CH:11]=[CH:10][CH:9]=1.